From a dataset of Full USPTO retrosynthesis dataset with 1.9M reactions from patents (1976-2016). Predict the reactants needed to synthesize the given product. (1) Given the product [Br:15][C:6]1[C:7]([OH:14])=[C:8]([CH:13]=[C:4]([O:3][CH2:1][CH3:2])[CH:5]=1)[C:9]([O:11][CH3:12])=[O:10], predict the reactants needed to synthesize it. The reactants are: [CH2:1]([O:3][C:4]1[CH:5]=[CH:6][C:7]([OH:14])=[C:8]([CH:13]=1)[C:9]([O:11][CH3:12])=[O:10])[CH3:2].[Br:15]Br. (2) Given the product [N:1]1[CH:6]=[CH:5][CH:4]=[CH:3][C:2]=1[N:7]1[CH2:8][CH2:9][N:10]([CH2:13][C:14]2[N:15]([C:24]([O:26][CH2:27][CH:28]([CH3:30])[CH3:29])=[O:25])[C:16]3[CH:22]=[CH:21][CH:20]=[CH:19][C:17]=3[N:18]=2)[CH2:11][CH2:12]1, predict the reactants needed to synthesize it. The reactants are: [N:1]1[CH:6]=[CH:5][CH:4]=[CH:3][C:2]=1[N:7]1[CH2:12][CH2:11][N:10]([CH2:13][C:14]2[NH:18][C:17]3[CH:19]=[CH:20][CH:21]=[CH:22][C:16]=3[N:15]=2)[CH2:9][CH2:8]1.Cl[C:24]([O:26][CH2:27][CH:28]([CH3:30])[CH3:29])=[O:25]. (3) Given the product [NH2:20][C:21]1[C:26]([C:27]#[N:28])=[C:25]([NH:12][C@H:10]([C:8]2[N:7]([C:13]3[CH:18]=[CH:17][CH:16]=[CH:15][N:14]=3)[C:6]3[CH:19]=[C:2]([F:1])[CH:3]=[CH:4][C:5]=3[N:9]=2)[CH3:11])[N:24]=[CH:23][N:22]=1, predict the reactants needed to synthesize it. The reactants are: [F:1][C:2]1[CH:3]=[CH:4][C:5]2[N:9]=[C:8]([C@@H:10]([NH2:12])[CH3:11])[N:7]([C:13]3[CH:18]=[CH:17][CH:16]=[CH:15][N:14]=3)[C:6]=2[CH:19]=1.[NH2:20][C:21]1[C:26]([C:27]#[N:28])=[C:25](Cl)[N:24]=[CH:23][N:22]=1.CCN(C(C)C)C(C)C. (4) Given the product [C:32]([O:36][C:37](=[O:49])[CH2:38][O:39][C:40]1[CH:45]=[CH:44][C:43]([Cl:46])=[CH:42][C:41]=1[C:47]#[C:48][C:51]1[CH:56]=[CH:55][C:54]([C:57]2[CH:62]=[CH:61][C:60]([Cl:63])=[CH:59][CH:58]=2)=[C:53]([S:64]([CH3:67])(=[O:65])=[O:66])[CH:52]=1)([CH3:35])([CH3:34])[CH3:33], predict the reactants needed to synthesize it. The reactants are: C(OC(=O)COC1C=CC(Cl)=CC=1C#CC1C=C(S(CCC)(=O)=O)C=CC=1F)(C)(C)C.[C:32]([O:36][C:37](=[O:49])[CH2:38][O:39][C:40]1[CH:45]=[CH:44][C:43]([Cl:46])=[CH:42][C:41]=1[C:47]#[CH:48])([CH3:35])([CH3:34])[CH3:33].Br[C:51]1[CH:56]=[CH:55][C:54]([C:57]2[CH:62]=[CH:61][C:60]([Cl:63])=[CH:59][CH:58]=2)=[C:53]([S:64]([CH3:67])(=[O:66])=[O:65])[CH:52]=1. (5) Given the product [F:55][C:41]1[CH:42]=[CH:43][C:44]([C:2]2[CH:7]=[N:6][C:5]([O:8][CH2:9][CH2:10][CH2:11][C:12]([OH:14])([CH3:15])[CH3:13])=[CH:4][C:3]=2[C:16]([F:19])([F:18])[F:17])=[CH:45][C:40]=1[CH2:39][O:38][C:34]1[N:35]=[CH:36][C:37]2[C@@H:29]3[C@@H:28]([C:26]([O:25][CH2:23][CH3:24])=[O:27])[C@@H:30]3[CH2:31][C:32]=2[CH:33]=1, predict the reactants needed to synthesize it. The reactants are: Br[C:2]1[C:3]([C:16]([F:19])([F:18])[F:17])=[CH:4][C:5]([O:8][CH2:9][CH2:10][CH2:11][C:12]([CH3:15])([OH:14])[CH3:13])=[N:6][CH:7]=1.B([O-])[O-].[CH2:23]([O:25][C:26]([CH:28]1[CH:30]2[CH2:31][C:32]3[CH:33]=[C:34]([O:38][CH2:39][C:40]4[CH:45]=[C:44](B5OC(C)(C)C(C)(C)O5)[CH:43]=[CH:42][C:41]=4[F:55])[N:35]=[CH:36][C:37]=3[CH:29]12)=[O:27])[CH3:24].[O-]P([O-])([O-])=O.[K+].[K+].[K+]. (6) Given the product [C:8]([O:7][CH2:1][CH2:2][CH2:3][CH2:4][CH2:5][CH3:6])(=[O:11])[CH:9]=[CH2:10], predict the reactants needed to synthesize it. The reactants are: [CH2:1]([OH:7])[CH2:2][CH2:3][CH2:4][CH2:5][CH3:6].[C:8](OC)(=[O:11])[CH:9]=[CH2:10].COCCOCCOCCOCCOC.